Dataset: Peptide-MHC class II binding affinity with 134,281 pairs from IEDB. Task: Regression. Given a peptide amino acid sequence and an MHC pseudo amino acid sequence, predict their binding affinity value. This is MHC class II binding data. (1) The peptide sequence is YFVGKMYFNLIDT. The MHC is DRB1_0701 with pseudo-sequence DRB1_0701. The binding affinity (normalized) is 0.313. (2) The peptide sequence is ASYFAADRILPELTE. The binding affinity (normalized) is 0.604. The MHC is HLA-DQA10501-DQB10301 with pseudo-sequence HLA-DQA10501-DQB10301. (3) The peptide sequence is GELQIVDKIDAAFKI. The MHC is HLA-DPA10103-DPB10401 with pseudo-sequence HLA-DPA10103-DPB10401. The binding affinity (normalized) is 0.228. (4) The peptide sequence is VWRIDTPDKLTGPFT. The MHC is DRB1_0802 with pseudo-sequence DRB1_0802. The binding affinity (normalized) is 0.372.